Dataset: Forward reaction prediction with 1.9M reactions from USPTO patents (1976-2016). Task: Predict the product of the given reaction. (1) Given the reactants [CH:1]1([C:4]2[C:9]([CH2:10]O)=[CH:8][CH:7]=[C:6]([C:12]3[CH:17]=[CH:16][C:15]([C:18]([F:21])([F:20])[F:19])=[CH:14][CH:13]=3)[N:5]=2)[CH2:3][CH2:2]1.O=S(Cl)[Cl:24], predict the reaction product. The product is: [Cl:24][CH2:10][C:9]1[C:4]([CH:1]2[CH2:3][CH2:2]2)=[N:5][C:6]([C:12]2[CH:17]=[CH:16][C:15]([C:18]([F:21])([F:20])[F:19])=[CH:14][CH:13]=2)=[CH:7][CH:8]=1. (2) Given the reactants [CH3:1][C:2]1[N:3]([C:7]2[CH:12]=[CH:11][C:10]([NH:13][C:14]3[N:15]=[C:16]([CH2:24][CH:25]4[CH2:30][CH2:29][O:28][CH2:27][CH2:26]4)[C:17]4[CH2:23][NH:22][CH2:21][CH2:20][C:18]=4[N:19]=3)=[CH:9][CH:8]=2)[CH:4]=[CH:5][N:6]=1.[CH:31](=O)[CH2:32][OH:33], predict the reaction product. The product is: [CH3:1][C:2]1[N:3]([C:7]2[CH:8]=[CH:9][C:10]([NH:13][C:14]3[N:15]=[C:16]([CH2:24][CH:25]4[CH2:30][CH2:29][O:28][CH2:27][CH2:26]4)[C:17]4[CH2:23][N:22]([CH2:31][CH2:32][OH:33])[CH2:21][CH2:20][C:18]=4[N:19]=3)=[CH:11][CH:12]=2)[CH:4]=[CH:5][N:6]=1.